The task is: Predict the reaction yield, written as a fraction of the theoretical maximum amount of product (1.0 means a 100% yield; for example, 0.34 means a 34% yield).. This data is from Reaction yield outcomes from USPTO patents with 853,638 reactions. (1) The reactants are [Cl:1][C:2]1[CH:7]=[CH:6][C:5]([C:8]2[C:12]([C:13]3[CH:18]=[CH:17][N:16]=[CH:15][CH:14]=3)=[C:11]([N:19]3[CH2:24][CH2:23][NH:22][CH2:21][CH2:20]3)[NH:10][N:9]=2)=[CH:4][CH:3]=1.C(O)(=O)C.C(O[C:32]1(O[Si](C)(C)C)[CH2:34][CH2:33]1)C.C([BH3-])#N.[Na+]. The catalyst is CO. The product is [Cl:1][C:2]1[CH:7]=[CH:6][C:5]([C:8]2[NH:9][N:10]=[C:11]([N:19]3[CH2:20][CH2:21][N:22]([CH:32]4[CH2:34][CH2:33]4)[CH2:23][CH2:24]3)[C:12]=2[C:13]2[CH:14]=[CH:15][N:16]=[CH:17][CH:18]=2)=[CH:4][CH:3]=1. The yield is 0.630. (2) The reactants are Br.[Br:2][C:3]1[CH:4]=[C:5]([CH2:10]Br)[C:6]([NH2:9])=[N:7][CH:8]=1.Cl.[CH2:13]([O:15][C:16](=[O:20])[C@H:17]([CH3:19])[NH2:18])[CH3:14].C(N(CC)CC)C. The catalyst is CN(C=O)C. The product is [NH2:9][C:6]1[C:5]([CH2:10][NH:18][C@@H:17]([CH3:19])[C:16]([O:15][CH2:13][CH3:14])=[O:20])=[CH:4][C:3]([Br:2])=[CH:8][N:7]=1. The yield is 0.250. (3) The reactants are [CH3:1][C:2]1[C:3]([C:15]2[CH:20]=[CH:19][CH:18]=[C:17]([F:21])[CH:16]=2)=[N:4][C:5]2[C:10]([C:11]=1[C:12]([OH:14])=[O:13])=[CH:9][CH:8]=[CH:7][CH:6]=2.[C:22](Cl)(=O)C(Cl)=O. The catalyst is C(Cl)Cl.CN(C=O)C. The product is [CH3:1][C:2]1[C:3]([C:15]2[CH:20]=[CH:19][CH:18]=[C:17]([F:21])[CH:16]=2)=[N:4][C:5]2[C:10]([C:11]=1[C:12]([O:14][CH3:22])=[O:13])=[CH:9][CH:8]=[CH:7][CH:6]=2. The yield is 0.550. (4) The reactants are [Br:1][C:2]1[CH:7]=[CH:6][C:5]([OH:8])=[CH:4][N:3]=1.C(=O)([O-])[O-].[Cs+].[Cs+].Br[CH2:16][CH2:17][O:18][CH:19]1[CH2:24][CH2:23][CH2:22][CH2:21][O:20]1. The catalyst is CN(C)C=O. The product is [Br:1][C:2]1[CH:7]=[CH:6][C:5]([O:8][CH2:16][CH2:17][O:18][CH:19]2[CH2:24][CH2:23][CH2:22][CH2:21][O:20]2)=[CH:4][N:3]=1. The yield is 0.910.